From a dataset of Full USPTO retrosynthesis dataset with 1.9M reactions from patents (1976-2016). Predict the reactants needed to synthesize the given product. (1) Given the product [CH2:1]([N:5]1[CH:9]=[C:8]([C:10]2[CH:15]=[CH:14][C:13]([Cl:16])=[CH:12][C:11]=2[Cl:17])[N:7]=[C:6]1[C@@H:18]([NH:27][C:28]([C@H:30]1[CH2:35][CH2:34][C@H:33]([CH2:36][CH3:37])[CH2:32][CH2:31]1)=[O:29])[CH2:19][C:20]1[CH:21]=[CH:22][C:23]([O:26][C:39]2[CH:48]=[CH:47][C:42]([C:43]([OH:45])=[O:44])=[CH:41][CH:40]=2)=[CH:24][CH:25]=1)[C:2]#[C:3][CH3:4], predict the reactants needed to synthesize it. The reactants are: [CH2:1]([N:5]1[CH:9]=[C:8]([C:10]2[CH:15]=[CH:14][C:13]([Cl:16])=[CH:12][C:11]=2[Cl:17])[N:7]=[C:6]1[C@@H:18]([NH:27][C:28]([C@H:30]1[CH2:35][CH2:34][C@H:33]([CH2:36][CH3:37])[CH2:32][CH2:31]1)=[O:29])[CH2:19][C:20]1[CH:25]=[CH:24][C:23]([OH:26])=[CH:22][CH:21]=1)[CH:2]=[CH:3][CH3:4].I[C:39]1[CH:48]=[CH:47][C:42]([C:43]([O:45]C)=[O:44])=[CH:41][CH:40]=1. (2) Given the product [Cl:1][C:2]1[N:6]([N+:7]([O-:9])=[O:8])[N:5]=[CH:4][CH:3]=1, predict the reactants needed to synthesize it. The reactants are: [Cl:1][C:2]1[NH:6][N:5]=[CH:4][CH:3]=1.[N+:7]([O-])([OH:9])=[O:8]. (3) Given the product [CH3:24][S:25]([O:16][CH2:15][CH:12]1[CH2:13][CH2:14][N:9]([C:6]2[N:7]=[CH:8][C:3]([CH2:1][CH3:2])=[CH:4][N:5]=2)[CH2:10][CH2:11]1)(=[O:27])=[O:26], predict the reactants needed to synthesize it. The reactants are: [CH2:1]([C:3]1[CH:4]=[N:5][C:6]([N:9]2[CH2:14][CH2:13][CH:12]([CH2:15][OH:16])[CH2:11][CH2:10]2)=[N:7][CH:8]=1)[CH3:2].C(N(CC)CC)C.[CH3:24][S:25](Cl)(=[O:27])=[O:26]. (4) The reactants are: Br[C:2]1[CH:9]=[CH:8][C:5]([C:6]#[N:7])=[CH:4][C:3]=1[F:10].C([O-])(=O)C.[K+].[B:16]1([B:16]2[O:20][C:19]([CH3:22])([CH3:21])[C:18]([CH3:24])([CH3:23])[O:17]2)[O:20][C:19]([CH3:22])([CH3:21])[C:18]([CH3:24])([CH3:23])[O:17]1. Given the product [F:10][C:3]1[CH:4]=[C:5]([CH:8]=[CH:9][C:2]=1[B:16]1[O:20][C:19]([CH3:22])([CH3:21])[C:18]([CH3:24])([CH3:23])[O:17]1)[C:6]#[N:7], predict the reactants needed to synthesize it. (5) Given the product [Br:16][C:9]1[C:10]2[C:15]([C:2]([C:19]3[CH:18]=[CH:17][C:26]4[C:21](=[CH:22][CH:23]=[CH:24][CH:25]=4)[CH:20]=3)=[C:3]3[C:8]=1[CH:7]=[CH:6][CH:5]=[CH:4]3)=[CH:14][CH:13]=[CH:12][CH:11]=2, predict the reactants needed to synthesize it. The reactants are: Br[C:2]1[C:3]2[C:8]([C:9]([Br:16])=[C:10]3[C:15]=1[CH:14]=[CH:13][CH:12]=[CH:11]3)=[CH:7][CH:6]=[CH:5][CH:4]=2.[CH:17]1[C:26]2[C:21](=[CH:22][CH:23]=[CH:24][CH:25]=2)[CH:20]=[CH:19][C:18]=1B(O)O.C(=O)([O-])[O-].[Na+].[Na+]. (6) Given the product [Cl:1][C:2]1[CH:3]=[C:4]([S:25]([NH2:28])(=[O:27])=[O:26])[CH:5]=[N:6][C:7]=1[O:8][CH2:9][C:10]1([F:24])[CH2:15][CH2:14][C:13](=[O:16])[CH2:12][CH2:11]1, predict the reactants needed to synthesize it. The reactants are: [Cl:1][C:2]1[CH:3]=[C:4]([S:25]([NH2:28])(=[O:27])=[O:26])[CH:5]=[N:6][C:7]=1[O:8][CH2:9][C:10]1([F:24])[CH2:15][CH2:14][C:13]2(OC3C=CC=CC=3[O:16]2)[CH2:12][CH2:11]1.C1(C)C=CC(S([O-])(=O)=O)=CC=1.[NH+]1C=CC=CC=1.O.